From a dataset of Forward reaction prediction with 1.9M reactions from USPTO patents (1976-2016). Predict the product of the given reaction. (1) Given the reactants [CH3:1][O:2][C:3](=[O:7])[CH2:4][C:5]#[N:6].[C:8](OCC)(OCC)([O:10][CH2:11][CH3:12])[CH3:9], predict the reaction product. The product is: [CH3:1][O:2][C:3](=[O:7])[C:4]([C:5]#[N:6])=[C:8]([O:10][CH2:11][CH3:12])[CH3:9]. (2) Given the reactants [NH:1]([C:3]1[N:4]=[N:5][CH:6]=[C:7]([C:9]2[C:14]([C:15]([F:18])([F:17])[F:16])=[CH:13][CH:12]=[CH:11][N:10]=2)[CH:8]=1)[NH2:2].[CH:19](O)=O, predict the reaction product. The product is: [F:16][C:15]([F:18])([F:17])[C:14]1[C:9]([C:7]2[CH:6]=[N:5][N:4]3[CH:19]=[N:2][N:1]=[C:3]3[CH:8]=2)=[N:10][CH:11]=[CH:12][CH:13]=1.